This data is from NCI-60 drug combinations with 297,098 pairs across 59 cell lines. The task is: Regression. Given two drug SMILES strings and cell line genomic features, predict the synergy score measuring deviation from expected non-interaction effect. (1) Drug 1: CN(C)N=NC1=C(NC=N1)C(=O)N. Drug 2: CN(C(=O)NC(C=O)C(C(C(CO)O)O)O)N=O. Cell line: RXF 393. Synergy scores: CSS=1.42, Synergy_ZIP=-0.422, Synergy_Bliss=-0.343, Synergy_Loewe=-1.67, Synergy_HSA=-1.10. (2) Drug 1: C1=NC2=C(N1)C(=S)N=CN2. Drug 2: B(C(CC(C)C)NC(=O)C(CC1=CC=CC=C1)NC(=O)C2=NC=CN=C2)(O)O. Cell line: OVCAR-4. Synergy scores: CSS=61.2, Synergy_ZIP=-1.55, Synergy_Bliss=-0.169, Synergy_Loewe=-9.82, Synergy_HSA=0.0223. (3) Synergy scores: CSS=1.35, Synergy_ZIP=0.712, Synergy_Bliss=2.09, Synergy_Loewe=-3.16, Synergy_HSA=-1.21. Drug 1: CS(=O)(=O)OCCCCOS(=O)(=O)C. Drug 2: C(CN)CNCCSP(=O)(O)O. Cell line: SK-OV-3.